Task: Predict the reaction yield, written as a fraction of the theoretical maximum amount of product (1.0 means a 100% yield; for example, 0.34 means a 34% yield).. Dataset: Reaction yield outcomes from USPTO patents with 853,638 reactions (1) The catalyst is CO. The product is [F:1][C:2]([F:20])([F:21])[C:3]1[CH:4]=[C:5]([C:13]2([C:16]([OH:18])=[O:17])[CH2:15][CH2:14]2)[CH:6]=[C:7]([C:9]([F:11])([F:12])[F:10])[CH:8]=1. The reactants are [F:1][C:2]([F:21])([F:20])[C:3]1[CH:4]=[C:5]([C:13]2([C:16]([O:18]C)=[O:17])[CH2:15][CH2:14]2)[CH:6]=[C:7]([C:9]([F:12])([F:11])[F:10])[CH:8]=1.[OH-].[Na+].Cl. The yield is 0.810. (2) The reactants are [O:1]1[C:5]2[CH:6]=[CH:7][CH:8]=[CH:9][C:4]=2[C:3]([N:10]2[CH2:15][CH2:14][N:13]([CH2:16][CH2:17][CH:18]([C:20]3[CH:21]=[C:22]4[C:26](=[CH:27][CH:28]=3)[C:25]([CH3:30])([CH3:29])[C:24](=[O:31])[C:23]4([CH3:33])[CH3:32])O)[CH2:12][CH2:11]2)=[N:2]1.CS([Cl:38])(=O)=O.C(N(CC)CC)C. The catalyst is C(Cl)Cl. The product is [O:1]1[C:5]2[CH:6]=[CH:7][CH:8]=[CH:9][C:4]=2[C:3]([N:10]2[CH2:15][CH2:14][N:13]([CH2:16][CH2:17][CH:18]([C:20]3[CH:21]=[C:22]4[C:26](=[CH:27][CH:28]=3)[C:25]([CH3:30])([CH3:29])[C:24](=[O:31])[C:23]4([CH3:33])[CH3:32])[Cl:38])[CH2:12][CH2:11]2)=[N:2]1. The yield is 0.680. (3) The reactants are [CH:1]1([NH:5][C:6]2[N:11]=[C:10]3[CH:12]=[N:13][CH:14]=[CH:15][C:9]3=[N:8][C:7]=2[N:16]2[CH2:21][CH2:20][N:19]([CH2:22][C:23]3[CH:28]=[CH:27][C:26]([F:29])=[CH:25][C:24]=3[F:30])[CH2:18][CH2:17]2)[CH2:4][CH2:3][CH2:2]1.[C:31](OC(=O)C)(=[O:33])[CH3:32]. The catalyst is CC(C)=O.O1CCOCC1.[Pd]. The product is [CH:1]1([NH:5][C:6]2[N:11]=[C:10]3[CH2:12][N:13]([C:31](=[O:33])[CH3:32])[CH2:14][CH2:15][C:9]3=[N:8][C:7]=2[N:16]2[CH2:21][CH2:20][N:19]([CH2:22][C:23]3[CH:28]=[CH:27][C:26]([F:29])=[CH:25][C:24]=3[F:30])[CH2:18][CH2:17]2)[CH2:4][CH2:3][CH2:2]1. The yield is 0.511. (4) The product is [C:1]([O:9][C@H:10]([CH2:15][C:16]1[CH:21]=[C:20]([Cl:32])[C:19]([NH2:22])=[C:18]([CH3:23])[C:17]=1[CH2:24][O:25][C:26](=[O:28])[CH3:27])[C:11]([O:13][CH3:14])=[O:12])(=[O:8])[C:2]1[CH:7]=[CH:6][CH:5]=[CH:4][CH:3]=1. The yield is 0.570. No catalyst specified. The reactants are [C:1]([O:9][C@H:10]([CH2:15][C:16]1[CH:21]=[CH:20][C:19]([NH2:22])=[C:18]([CH3:23])[C:17]=1[CH2:24][O:25][C:26](=[O:28])[CH3:27])[C:11]([O:13][CH3:14])=[O:12])(=[O:8])[C:2]1[CH:7]=[CH:6][CH:5]=[CH:4][CH:3]=1.C(#N)C.[Cl:32]N1C(=O)CCC1=O. (5) The reactants are C([Li])CCC.[C:6]([Si:10]([CH3:38])([CH3:37])[O:11][C@H:12]([C:18]1[CH:23]=[CH:22][C:21]([C:24]2[C@@H:28]([CH2:29][CH2:30][CH2:31][C:32]3[S:33][CH:34]=[CH:35][CH:36]=3)[CH2:27][CH2:26][CH:25]=2)=[CH:20][CH:19]=1)[CH2:13][CH2:14][CH2:15][CH2:16][CH3:17])([CH3:9])([CH3:8])[CH3:7].CN([CH:42]=[O:43])C. The catalyst is CCOCC. The product is [C:6]([Si:10]([CH3:38])([CH3:37])[O:11][C@H:12]([C:18]1[CH:19]=[CH:20][C:21]([C:24]2[C@@H:28]([CH2:29][CH2:30][CH2:31][C:32]3[S:33][C:34]([CH:42]=[O:43])=[CH:35][CH:36]=3)[CH2:27][CH2:26][CH:25]=2)=[CH:22][CH:23]=1)[CH2:13][CH2:14][CH2:15][CH2:16][CH3:17])([CH3:9])([CH3:7])[CH3:8]. The yield is 0.770. (6) The reactants are [CH3:1][O:2][C:3]1[CH:4]=[C:5]2[C:10](=[CH:11][C:12]=1[O:13][CH3:14])[N:9]=[CH:8][CH:7]=[C:6]2[O:15][C:16]1[CH:22]=[CH:21][C:19]([NH2:20])=[CH:18][CH:17]=1.C1(C)C=CC=CC=1.C(N(CC)CC)C.ClC(Cl)(O[C:41](=[O:47])[O:42][C:43](Cl)(Cl)Cl)Cl.[CH3:49][O:50][C:51]1[CH:52]=[C:53]([CH:59]=[CH:60][CH:61]=1)[O:54][CH2:55][CH2:56]CO. The catalyst is C(Cl)Cl. The product is [CH3:1][O:2][C:3]1[CH:4]=[C:5]2[C:10](=[CH:11][C:12]=1[O:13][CH3:14])[N:9]=[CH:8][CH:7]=[C:6]2[O:15][C:16]1[CH:22]=[CH:21][C:19]([NH:20][C:41](=[O:47])[O:42][CH2:43][CH2:56][CH2:55][O:54][C:53]2[CH:59]=[CH:60][CH:61]=[C:51]([O:50][CH3:49])[CH:52]=2)=[CH:18][CH:17]=1. The yield is 0.690. (7) The yield is 0.285. The product is [C:18]([C:9]1[CH:10]=[C:11]([C:14]([CH3:16])([CH3:15])[CH3:17])[C:12]2[O:13][CH2:2][C:3](=[O:4])[NH:6][C:7]=2[CH:8]=1)(=[O:20])[CH3:19]. The reactants are Cl[CH2:2][C:3](Cl)=[O:4].[NH2:6][C:7]1[CH:8]=[C:9]([C:18](=[O:20])[CH3:19])[CH:10]=[C:11]([C:14]([CH3:17])([CH3:16])[CH3:15])[C:12]=1[OH:13].C(=O)([O-])O.[Na+].C(=O)([O-])[O-].[K+].[K+]. The catalyst is C(OCC)(=O)C.C(Cl)Cl. (8) The reactants are [N+:1]([O-:4])(O)=[O:2].[Br:5][C:6]1[CH:11]=[CH:10][CH:9]=[C:8]([CH3:12])[N+:7]=1[O-:13]. The catalyst is S(=O)(=O)(O)O. The product is [Br:5][C:6]1[CH:11]=[C:10]([N+:1]([O-:4])=[O:2])[CH:9]=[C:8]([CH3:12])[N+:7]=1[O-:13]. The yield is 0.570. (9) The reactants are [Si:1]([O:8][CH2:9][C@H:10]([CH2:26][CH:27]=C)[CH2:11][C@H:12]1[CH2:16][O:15][C:14]([CH3:18])([CH3:17])[N:13]1[C:19]([O:21][C:22]([CH3:25])([CH3:24])[CH3:23])=[O:20])([C:4]([CH3:7])([CH3:6])[CH3:5])([CH3:3])[CH3:2].[O:29]=[O+][O-].[H-].[H-].[H-].[H-].[Li+].[Al+3]. The catalyst is C(Cl)Cl.C1COCC1. The product is [Si:1]([O:8][CH2:9][C@H:10]([CH2:26][CH2:27][OH:29])[CH2:11][C@H:12]1[CH2:16][O:15][C:14]([CH3:17])([CH3:18])[N:13]1[C:19]([O:21][C:22]([CH3:23])([CH3:24])[CH3:25])=[O:20])([C:4]([CH3:5])([CH3:7])[CH3:6])([CH3:3])[CH3:2]. The yield is 3.40. (10) The reactants are [C:1]([C:3]1[CH:8]=[CH:7][CH:6]=[CH:5][C:4]=1[C:9]1[CH:14]=[CH:13][C:12]([CH2:15][C:16]2[C:17](=[O:37])[N:18]([C@H:28]3[CH2:31][C@H:30]([C:32]([O:34]CC)=O)[CH2:29]3)[C:19]3[N:20]([N:25]=[CH:26][N:27]=3)[C:21]=2[CH2:22][CH2:23][CH3:24])=[C:11]([F:38])[CH:10]=1)#[N:2].[OH-].[Na+].Cl.[CH3:42][Mg]Br. The catalyst is O1CCCC1.C(O)C. The product is [C:32]([C@H:30]1[CH2:29][C@H:28]([N:18]2[C:17](=[O:37])[C:16]([CH2:15][C:12]3[CH:13]=[CH:14][C:9]([C:4]4[C:3]([C:1]#[N:2])=[CH:8][CH:7]=[CH:6][CH:5]=4)=[CH:10][C:11]=3[F:38])=[C:21]([CH2:22][CH2:23][CH3:24])[N:20]3[N:25]=[CH:26][N:27]=[C:19]23)[CH2:31]1)(=[O:34])[CH3:42]. The yield is 0.600.